Dataset: Catalyst prediction with 721,799 reactions and 888 catalyst types from USPTO. Task: Predict which catalyst facilitates the given reaction. (1) Reactant: [CH3:1][C:2]1[N:7]=[C:6]([C:8]2[CH:13]=[CH:12][CH:11]=[CH:10][CH:9]=2)[C:5]([NH2:14])=[CH:4][N:3]=1.CCN(C(C)C)C(C)C.Cl[C:25]([O:27][C:28]1[CH:33]=[CH:32][CH:31]=[CH:30][CH:29]=1)=[O:26].C([O-])(O)=O.[Na+]. Product: [CH3:1][C:2]1[N:7]=[C:6]([C:8]2[CH:13]=[CH:12][CH:11]=[CH:10][CH:9]=2)[C:5]([NH:14][C:25](=[O:26])[O:27][C:28]2[CH:33]=[CH:32][CH:31]=[CH:30][CH:29]=2)=[CH:4][N:3]=1. The catalyst class is: 34. (2) Reactant: [C:1]([O:5][C:6]([NH:8]/[C:9](=[CH:20]\[CH2:21][CH2:22][C@H:23]([O:42][CH2:43][CH2:44][CH3:45])[C@H:24]([C@@H:30]([O:32][CH2:33][C:34]1[CH:39]=[CH:38][C:37]([O:40][CH3:41])=[CH:36][CH:35]=1)[CH3:31])[CH2:25][CH2:26][CH:27]([CH3:29])[CH3:28])/[C:10]([O:12][CH2:13][C:14]1[CH:19]=[CH:18][CH:17]=[CH:16][CH:15]=1)=[O:11])=[O:7])([CH3:4])([CH3:3])[CH3:2]. Product: [C:1]([O:5][C:6]([NH:8][C@@H:9]([CH2:20][CH2:21][CH2:22][C@H:23]([O:42][CH2:43][CH2:44][CH3:45])[C@H:24]([C@@H:30]([O:32][CH2:33][C:34]1[CH:39]=[CH:38][C:37]([O:40][CH3:41])=[CH:36][CH:35]=1)[CH3:31])[CH2:25][CH2:26][CH:27]([CH3:29])[CH3:28])[C:10]([O:12][CH2:13][C:14]1[CH:19]=[CH:18][CH:17]=[CH:16][CH:15]=1)=[O:11])=[O:7])([CH3:2])([CH3:3])[CH3:4]. The catalyst class is: 5. (3) Reactant: [F:1][CH2:2][CH2:3][O:4][C@H:5]1[CH2:9][NH:8][CH2:7][C@H:6]1[N:10]1[C:18]2[C:13](=[N:14][C:15]([C:20]3[C:21]([O:29][CH3:30])=[N:22][C:23]([CH:26]([CH3:28])[CH3:27])=[CH:24][CH:25]=3)=[C:16]([CH3:19])[CH:17]=2)[C:12]([CH3:31])=[CH:11]1.Cl[C:33]([O:35][CH3:36])=[O:34]. Product: [CH3:36][O:35][C:33]([N:8]1[CH2:7][C@@H:6]([N:10]2[C:18]3[C:13](=[N:14][C:15]([C:20]4[C:21]([O:29][CH3:30])=[N:22][C:23]([CH:26]([CH3:28])[CH3:27])=[CH:24][CH:25]=4)=[C:16]([CH3:19])[CH:17]=3)[C:12]([CH3:31])=[CH:11]2)[C@@H:5]([O:4][CH2:3][CH2:2][F:1])[CH2:9]1)=[O:34]. The catalyst class is: 2. (4) Reactant: [Cl:1][C:2]1[CH:7]=[CH:6][C:5]([C:8]2[CH:13]=[C:12]([C:14]([F:17])([F:16])[F:15])[N:11]3[N:18]=[CH:19][CH:20]=[C:10]3[N:9]=2)=[CH:4][C:3]=1[CH3:21].C([O-])(=O)C.[Na+].[I:27]Cl. Product: [Cl:1][C:2]1[CH:7]=[CH:6][C:5]([C:8]2[CH:13]=[C:12]([C:14]([F:15])([F:16])[F:17])[N:11]3[N:18]=[CH:19][C:20]([I:27])=[C:10]3[N:9]=2)=[CH:4][C:3]=1[CH3:21]. The catalyst class is: 86.